This data is from Forward reaction prediction with 1.9M reactions from USPTO patents (1976-2016). The task is: Predict the product of the given reaction. (1) Given the reactants Cl[C:2]1[N:7]=[C:6]([NH:8][CH:9]2[CH2:11][CH2:10]2)[C:5]([Cl:12])=[CH:4][N:3]=1.[NH2:13][C:14]1[CH:15]=[C:16]([C:20](=[O:22])[CH3:21])[CH:17]=[CH:18][CH:19]=1.C1(C)C=CC(S(O)(=O)=O)=CC=1.C([O-])(O)=O.[Na+], predict the reaction product. The product is: [Cl:12][C:5]1[C:6]([NH:8][CH:9]2[CH2:11][CH2:10]2)=[N:7][C:2]([NH:13][C:14]2[CH:15]=[C:16]([C:20](=[O:22])[CH3:21])[CH:17]=[CH:18][CH:19]=2)=[N:3][CH:4]=1. (2) Given the reactants [CH:1]1([N:6]2[CH2:12][C:11]3([CH2:14][CH2:13]3)[C:10](=[O:15])[N:9]([CH3:16])[C:8]3[CH:17]=[N:18][C:19]([NH:21][C:22]4[CH:30]=[CH:29][C:25]([C:26](O)=[O:27])=[CH:24][C:23]=4[O:31][CH3:32])=[N:20][C:7]2=3)[CH2:5][CH2:4][CH2:3][CH2:2]1.CCN(C(C)C)C(C)C.CN(C(ON1N=NC2C=CC=CC1=2)=[N+](C)C)C.[B-](F)(F)(F)F.Cl.Cl.[NH2:66][C@H:67]1[CH:72]2[CH2:73][CH2:74][N:69]([CH2:70][CH2:71]2)[CH2:68]1, predict the reaction product. The product is: [CH:1]1([N:6]2[CH2:12][C:11]3([CH2:13][CH2:14]3)[C:10](=[O:15])[N:9]([CH3:16])[C:8]3[CH:17]=[N:18][C:19]([NH:21][C:22]4[CH:30]=[CH:29][C:25]([C:26]([NH:66][C@H:67]5[CH:72]6[CH2:73][CH2:74][N:69]([CH2:70][CH2:71]6)[CH2:68]5)=[O:27])=[CH:24][C:23]=4[O:31][CH3:32])=[N:20][C:7]2=3)[CH2:5][CH2:4][CH2:3][CH2:2]1. (3) Given the reactants Br[C:2]1[CH:3]=[CH:4][C:5]2[O:11][CH2:10][CH2:9][N:8]3[C:12]([CH2:18][N:19]([CH3:21])[CH3:20])=[C:13]([C:15]([NH2:17])=[O:16])[N:14]=[C:7]3[C:6]=2[CH:22]=1.BrC1C=CC2OCCN3C(CN4CCCC4)=C(C(N)=O)N=C3C=2C=1.CNC.[CH3:50][C:51]([OH:55])([C:53]#[CH:54])[CH3:52], predict the reaction product. The product is: [CH3:20][N:19]([CH2:18][C:12]1[N:8]2[CH2:9][CH2:10][O:11][C:5]3[CH:4]=[CH:3][C:2]([C:54]#[C:53][C:51]([OH:55])([CH3:52])[CH3:50])=[CH:22][C:6]=3[C:7]2=[N:14][C:13]=1[C:15]([NH2:17])=[O:16])[CH3:21]. (4) Given the reactants C[O:2][C:3]([C:5]1[C:6](Cl)=[N:7][C:8]2[C:13]([C:14]=1[C:15]1[CH:20]=[CH:19][CH:18]=[CH:17][CH:16]=1)=[CH:12][C:11]([Cl:21])=[CH:10][C:9]=2[CH3:22])=[O:4].[NH:24]1[CH2:29][CH2:28][CH2:27][CH2:26][CH2:25]1, predict the reaction product. The product is: [Cl:21][C:11]1[CH:12]=[C:13]2[C:8](=[C:9]([CH3:22])[CH:10]=1)[N:7]=[C:6]([N:24]1[CH2:29][CH2:28][CH2:27][CH2:26][CH2:25]1)[C:5]([C:3]([OH:2])=[O:4])=[C:14]2[C:15]1[CH:20]=[CH:19][CH:18]=[CH:17][CH:16]=1. (5) Given the reactants [NH2:1][C@H:2]1[C:7]([F:9])([F:8])[CH2:6][CH2:5][CH2:4][C@H:3]1[NH:10][C:11]1[N:12]=[C:13]([NH:19][C:20]2[CH:25]=[CH:24][C:23]([C:26]3[CH:31]=[CH:30][N:29]=[CH:28][CH:27]=3)=[CH:22][CH:21]=2)[C:14]([C:17]#[N:18])=[N:15][CH:16]=1.[OH-].[Na+].OO.CC(O)=[O:38], predict the reaction product. The product is: [NH2:1][C@H:2]1[C:7]([F:8])([F:9])[CH2:6][CH2:5][CH2:4][C@H:3]1[NH:10][C:11]1[N:12]=[C:13]([NH:19][C:20]2[CH:25]=[CH:24][C:23]([C:26]3[CH:27]=[CH:28][N:29]=[CH:30][CH:31]=3)=[CH:22][CH:21]=2)[C:14]([C:17]([NH2:18])=[O:38])=[N:15][CH:16]=1. (6) Given the reactants [CH3:1][N:2]1[C@H:8]([C:9]2[CH:14]=[CH:13][CH:12]=[CH:11][CH:10]=2)[CH:7]=[CH:6][CH2:5][C@@H:4]([NH:15]C(=O)OCC2C=CC=CC=2)[C:3]1=[O:26], predict the reaction product. The product is: [NH2:15][C@@H:4]1[CH2:5][CH2:6][CH2:7][C@@H:8]([C:9]2[CH:14]=[CH:13][CH:12]=[CH:11][CH:10]=2)[N:2]([CH3:1])[C:3]1=[O:26]. (7) Given the reactants [CH3:1][C@@H:2]1[CH2:7][N:6]([CH2:8][C:9]2[N:13]=[C:12]([CH3:14])[O:11][N:10]=2)[CH2:5][CH2:4][N:3]1C(OC(C)(C)C)=O.C(O)(C(F)(F)F)=O, predict the reaction product. The product is: [CH3:14][C:12]1[O:11][N:10]=[C:9]([CH2:8][N:6]2[CH2:5][CH2:4][NH:3][C@H:2]([CH3:1])[CH2:7]2)[N:13]=1.